Dataset: Peptide-MHC class I binding affinity with 185,985 pairs from IEDB/IMGT. Task: Regression. Given a peptide amino acid sequence and an MHC pseudo amino acid sequence, predict their binding affinity value. This is MHC class I binding data. (1) The peptide sequence is ALDGTFQRK. The MHC is HLA-A68:01 with pseudo-sequence HLA-A68:01. The binding affinity (normalized) is 0.00534. (2) The peptide sequence is RVIEVLQRA. The binding affinity (normalized) is 0.703. The MHC is HLA-A02:01 with pseudo-sequence HLA-A02:01. (3) The peptide sequence is NSGEETIGEAF. The MHC is Mamu-A02 with pseudo-sequence Mamu-A02. The binding affinity (normalized) is 0. (4) The peptide sequence is WRFDSRLAF. The MHC is HLA-A02:03 with pseudo-sequence HLA-A02:03. The binding affinity (normalized) is 0. (5) The peptide sequence is KYLLNVSYL. The MHC is H-2-Db with pseudo-sequence H-2-Db. The binding affinity (normalized) is 0.288. (6) The peptide sequence is NSDDYTADE. The MHC is HLA-B58:01 with pseudo-sequence HLA-B58:01. The binding affinity (normalized) is 0.0847. (7) The binding affinity (normalized) is 0. The MHC is HLA-A24:02 with pseudo-sequence HLA-A24:02. The peptide sequence is LPSLATVAY.